Predict the reactants needed to synthesize the given product. From a dataset of Full USPTO retrosynthesis dataset with 1.9M reactions from patents (1976-2016). Given the product [Br:1][C:2]1[CH:7]=[CH:6][C:5]([C@H:8]2[C@@:24]3([C:25](=[O:26])[N:21]([C:16]4[CH:17]=[C:18]([Cl:20])[CH:19]=[C:14]([Cl:13])[CH:15]=4)[C:22](=[O:28])[N:23]3[CH3:27])[CH2:10][CH2:9]2)=[CH:4][CH:3]=1, predict the reactants needed to synthesize it. The reactants are: [Br:1][C:2]1[CH:7]=[CH:6][C:5]([CH:8](Cl)[CH2:9][CH2:10]Br)=[CH:4][CH:3]=1.[Cl:13][C:14]1[CH:15]=[C:16]([N:21]2[C:25](=[O:26])[CH2:24][N:23]([CH3:27])[C:22]2=[O:28])[CH:17]=[C:18]([Cl:20])[CH:19]=1.